This data is from Full USPTO retrosynthesis dataset with 1.9M reactions from patents (1976-2016). The task is: Predict the reactants needed to synthesize the given product. (1) Given the product [O:55]([C:56]1[N:61]=[CH:60][C:59]([C:62]([NH:65][C:18]([C:11]2[C:12]3[CH2:13][C@H:14]4[CH2:17][C@H:15]4[C:16]=3[N:9]([C:3]3[CH:4]=[CH:5][C:6]([F:8])=[CH:7][C:2]=3[F:1])[N:10]=2)=[O:19])([CH3:63])[CH3:64])=[CH:58][CH:57]=1)[CH3:54], predict the reactants needed to synthesize it. The reactants are: [F:1][C:2]1[CH:7]=[C:6]([F:8])[CH:5]=[CH:4][C:3]=1[N:9]1[C:16]2[C@@H:15]3[CH2:17][C@@H:14]3[CH2:13][C:12]=2[C:11]([C:18](O)=[O:19])=[N:10]1.CN(C(ON1N=NC2C=CC=NC1=2)=[N+](C)C)C.F[P-](F)(F)(F)(F)F.CCN(C(C)C)C(C)C.[CH3:54][O:55][C:56]1[N:61]=[CH:60][C:59]([C:62]([NH2:65])([CH3:64])[CH3:63])=[CH:58][CH:57]=1. (2) Given the product [CH3:34][N:33]([CH3:35])[C:31](=[N:14][C:12](=[O:13])[C:11]1[CH:15]=[CH:16][CH:17]=[C:9]([C:7]2[CH:6]=[C:5]([NH:18][CH2:19][CH2:20][C:21]3[CH:22]=[CH:23][C:24]([O:27][CH3:28])=[CH:25][CH:26]=3)[N:4]=[C:3]([O:2][CH3:1])[N:8]=2)[CH:10]=1)[CH3:32], predict the reactants needed to synthesize it. The reactants are: [CH3:1][O:2][C:3]1[N:8]=[C:7]([C:9]2[CH:10]=[C:11]([CH:15]=[CH:16][CH:17]=2)[C:12]([NH2:14])=[O:13])[CH:6]=[C:5]([NH:18][CH2:19][CH2:20][C:21]2[CH:26]=[CH:25][C:24]([O:27][CH3:28])=[CH:23][CH:22]=2)[N:4]=1.CO[C:31](OC)([N:33]([CH3:35])[CH3:34])[CH3:32].